From a dataset of Reaction yield outcomes from USPTO patents with 853,638 reactions. Predict the reaction yield, written as a fraction of the theoretical maximum amount of product (1.0 means a 100% yield; for example, 0.34 means a 34% yield). (1) The reactants are C([O:3][C:4]([C:6]1[N:10]2[CH:11]=[C:12]([Cl:23])[N:13]([C:14]3[C:19]([CH3:20])=[CH:18][C:17]([CH3:21])=[CH:16][C:15]=3[CH3:22])[C:9]2=[N:8][C:7]=1[C:24]([F:27])([F:26])[F:25])=O)C.[H-].[Al+3].[Li+].[H-].[H-].[H-].CC(C)=O.[C@H](O)(C([O-])=O)[C@@H](O)C([O-])=O.[Na+].[K+]. The catalyst is O1CCCC1. The product is [Cl:23][C:12]1[N:13]([C:14]2[C:19]([CH3:20])=[CH:18][C:17]([CH3:21])=[CH:16][C:15]=2[CH3:22])[C:9]2[N:10]([CH:11]=1)[C:6]([CH2:4][OH:3])=[C:7]([C:24]([F:25])([F:26])[F:27])[N:8]=2. The yield is 0.900. (2) The reactants are [N+:1]([C:4]1[N:5]=[C:6]2[N:10]([CH:11]=1)[CH2:9][C@@H:8]([CH2:12][N:13]1[CH2:18][CH2:17][N:16]([C:19](OC(C)(C)C)=O)[CH2:15][CH2:14]1)[O:7]2)([O-:3])=[O:2].FC(F)(F)C(O)=O.C(N(CC)CC)C.[C:40]1([C:46]2[CH:53]=[CH:52][C:49](C=O)=[CH:48][CH:47]=2)[CH:45]=[CH:44][CH:43]=[CH:42][CH:41]=1.[B-]C#N.[Na+].C(O)(=O)C. No catalyst specified. The product is [C:40]1([C:46]2[CH:47]=[CH:48][CH:49]=[CH:52][CH:53]=2)[CH:45]=[CH:44][C:43]([CH2:19][N:16]2[CH2:15][CH2:14][N:13]([CH2:12][C@H:8]3[O:7][C:6]4=[N:5][C:4]([N+:1]([O-:3])=[O:2])=[CH:11][N:10]4[CH2:9]3)[CH2:18][CH2:17]2)=[CH:42][CH:41]=1. The yield is 0.460. (3) The reactants are [Li]CCCC.[CH2:6]([C:12]1[O:13][CH:14]=[CH:15][CH:16]=1)[CH2:7][CH2:8][CH2:9][CH2:10][CH3:11].[I:17]I.O. The catalyst is O1CCCC1. The product is [CH2:6]([C:12]1[O:13][C:14]([I:17])=[CH:15][CH:16]=1)[CH2:7][CH2:8][CH2:9][CH2:10][CH3:11]. The yield is 0.760. (4) The reactants are [CH:1]([O:4][C:5]1[CH:30]=[CH:29][C:8]([CH2:9][O:10][C:11]2[CH:19]=[CH:18][C:17]3[N:16]4[CH2:20][CH2:21][C@H:22]([CH2:23][C:24]([O:26][CH2:27][CH3:28])=[O:25])[C:15]4=[CH:14][C:13]=3[CH:12]=2)=[CH:7][C:6]=1[C:31]([F:34])([F:33])[F:32])([CH3:3])[CH3:2].C1C(=O)N([Cl:42])C(=O)C1. The catalyst is C(Cl)Cl. The product is [Cl:42][C:14]1[C:13]2[CH:12]=[C:11]([O:10][CH2:9][C:8]3[CH:29]=[CH:30][C:5]([O:4][CH:1]([CH3:2])[CH3:3])=[C:6]([C:31]([F:34])([F:32])[F:33])[CH:7]=3)[CH:19]=[CH:18][C:17]=2[N:16]2[CH2:20][CH2:21][C@H:22]([CH2:23][C:24]([O:26][CH2:27][CH3:28])=[O:25])[C:15]=12. The yield is 0.960. (5) The reactants are [N:1]1[CH:6]=[CH:5][N:4]=[CH:3][C:2]=1[C:7]([OH:9])=[O:8].OS(O)(=O)=O.[CH3:15]O. No catalyst specified. The product is [CH3:15][O:8][C:7]([C:2]1[CH:3]=[N:4][CH:5]=[CH:6][N:1]=1)=[O:9]. The yield is 0.636. (6) The reactants are Cl[C:2]1[N:7]=[C:6]([C:8]2[S:12][C:11]([CH:13]([CH3:15])[CH3:14])=[N:10][C:9]=2[C:16]2[CH:17]=[C:18]([NH:22][S:23]([C:26]3[C:31]([F:32])=[CH:30][CH:29]=[CH:28][C:27]=3[F:33])(=[O:25])=[O:24])[CH:19]=[CH:20][CH:21]=2)[CH:5]=[CH:4][N:3]=1.[NH2:34][CH2:35][CH2:36][S:37]([CH3:40])(=[O:39])=[O:38]. The catalyst is Cl. The product is [F:33][C:27]1[CH:28]=[CH:29][CH:30]=[C:31]([F:32])[C:26]=1[S:23]([NH:22][C:18]1[CH:19]=[CH:20][CH:21]=[C:16]([C:9]2[N:10]=[C:11]([CH:13]([CH3:15])[CH3:14])[S:12][C:8]=2[C:6]2[CH:5]=[CH:4][N:3]=[C:2]([NH:34][CH2:35][CH2:36][S:37]([CH3:40])(=[O:39])=[O:38])[N:7]=2)[CH:17]=1)(=[O:25])=[O:24]. The yield is 0.400. (7) The reactants are [CH:1]1([C:5]2[C:13]([C:14]([O:16][CH3:17])=[O:15])=[CH:12][C:8]([C:9](O)=[O:10])=[C:7]([CH2:18][CH3:19])[CH:6]=2)[CH2:4][CH2:3][CH2:2]1.Cl.[NH:21]1[CH2:26][CH2:25][CH:24]([C:27]2[CH:34]=[CH:33][C:30]([C:31]#[N:32])=[CH:29][CH:28]=2)[CH2:23][CH2:22]1.CN(C(ON1N=NC2C=CC=CC1=2)=[N+](C)C)C.F[P-](F)(F)(F)(F)F.CCN(C(C)C)C(C)C. The catalyst is CN(C)C=O. The product is [C:31]([C:30]1[CH:33]=[CH:34][C:27]([CH:24]2[CH2:25][CH2:26][N:21]([C:9]([C:8]3[C:7]([CH2:18][CH3:19])=[CH:6][C:5]([CH:1]4[CH2:4][CH2:3][CH2:2]4)=[C:13]([CH:12]=3)[C:14]([O:16][CH3:17])=[O:15])=[O:10])[CH2:22][CH2:23]2)=[CH:28][CH:29]=1)#[N:32]. The yield is 0.950.